This data is from Reaction yield outcomes from USPTO patents with 853,638 reactions. The task is: Predict the reaction yield, written as a fraction of the theoretical maximum amount of product (1.0 means a 100% yield; for example, 0.34 means a 34% yield). (1) The reactants are [CH:1]([N:14]1[C:22]2[C:17](=[CH:18][C:19]([Cl:23])=[CH:20][CH:21]=2)[C:16]([CH2:24][CH2:25][O:26][C:27]2[CH:35]=[CH:34][C:30]([C:31]([OH:33])=[O:32])=[CH:29][CH:28]=2)=[C:15]1[CH2:36][CH2:37][NH:38][S:39]([C:42]1[CH:47]=[CH:46][CH:45]=[CH:44][C:43]=1[O:48]CC(C)=CC=C)(=[O:41])=[O:40])([C:8]1[CH:13]=[CH:12][CH:11]=[CH:10][CH:9]=1)[C:2]1[CH:7]=[CH:6][CH:5]=[CH:4][CH:3]=1. The catalyst is CO.CCO.[Pd]. The product is [CH:1]([N:14]1[C:22]2[C:17](=[CH:18][C:19]([Cl:23])=[CH:20][CH:21]=2)[C:16]([CH2:24][CH2:25][O:26][C:27]2[CH:35]=[CH:34][C:30]([C:31]([OH:33])=[O:32])=[CH:29][CH:28]=2)=[C:15]1[CH2:36][CH2:37][NH:38][S:39]([C:42]1[CH:47]=[CH:46][CH:45]=[CH:44][C:43]=1[OH:48])(=[O:40])=[O:41])([C:2]1[CH:7]=[CH:6][CH:5]=[CH:4][CH:3]=1)[C:8]1[CH:9]=[CH:10][CH:11]=[CH:12][CH:13]=1. The yield is 0.950. (2) The yield is 0.960. The reactants are [Cl:1][C:2]1[CH:7]=[CH:6][C:5]([O:8][CH:9]([F:11])[F:10])=[CH:4][C:3]=1[CH:12]([CH2:15][OH:16])[C:13]#[N:14].C(#N)C.[C:20](OC(=O)C)(=[O:22])[CH3:21].OS(O)(=O)=O. The product is [C:20]([O:16][CH2:15][CH:12]([C:3]1[CH:4]=[C:5]([O:8][CH:9]([F:11])[F:10])[CH:6]=[CH:7][C:2]=1[Cl:1])[C:13]#[N:14])(=[O:22])[CH3:21]. The catalyst is O. (3) The reactants are F[C:2]1[N:9]=[CH:8][CH:7]=[CH:6][C:3]=1[C:4]#[N:5].[CH2:10]([NH2:17])[C:11]1[CH:16]=[CH:15][CH:14]=[CH:13][CH:12]=1. No catalyst specified. The product is [CH2:10]([NH:17][C:2]1[N:9]=[CH:8][CH:7]=[CH:6][C:3]=1[C:4]#[N:5])[C:11]1[CH:16]=[CH:15][CH:14]=[CH:13][CH:12]=1. The yield is 0.660. (4) The reactants are BrC1C(N2CCN(C(NC3C=CC=CC=3)=O)CC2)=C2N=C(C3C=CC(N(C)C)=CC=3)NC2=NC=1.[Br:35][C:36]1[C:37]([N:46]2[CH2:51][CH2:50][N:49]([CH2:52][C:53]3[CH:54]=[N:55][CH:56]=[CH:57][CH:58]=3)[CH2:48][CH2:47]2)=[C:38]([N+:43]([O-])=O)[C:39]([NH2:42])=[N:40][CH:41]=1.[O-]S(S([O-])=O)=O.[Na+].[Na+].[CH:67]([C:69]1[CH:83]=[CH:82][C:72]([CH2:73][NH:74][C:75](=[O:81])[O:76][C:77]([CH3:80])([CH3:79])[CH3:78])=[CH:71][CH:70]=1)=O. The catalyst is C(O)C.CN(C=O)C. The product is [Br:35][C:36]1[C:37]([N:46]2[CH2:51][CH2:50][N:49]([CH2:52][C:53]3[CH:54]=[N:55][CH:56]=[CH:57][CH:58]=3)[CH2:48][CH2:47]2)=[C:38]2[N:43]=[C:67]([C:69]3[CH:83]=[CH:82][C:72]([CH2:73][NH:74][C:75](=[O:81])[O:76][C:77]([CH3:80])([CH3:78])[CH3:79])=[CH:71][CH:70]=3)[NH:42][C:39]2=[N:40][CH:41]=1. The yield is 0.270.